Predict the reaction yield, written as a fraction of the theoretical maximum amount of product (1.0 means a 100% yield; for example, 0.34 means a 34% yield). From a dataset of Reaction yield outcomes from USPTO patents with 853,638 reactions. (1) The reactants are C(N(C(C)C)CC)(C)C.[Cl:10][C:11]1[CH:12]=[CH:13][C:14]2[N:19]=[C:18]([C:20]3[C:29]4[C:24](=[CH:25][CH:26]=[CH:27][CH:28]=4)[CH:23]=[CH:22][CH:21]=3)[O:17][C:16](=[O:30])[C:15]=2[CH:31]=1.[CH:32]1([NH2:38])[CH2:37][CH2:36][CH2:35][CH2:34][CH2:33]1. No catalyst specified. The product is [Cl:10][C:11]1[CH:12]=[CH:13][C:14]([NH:19][C:18]([C:20]2[C:29]3[C:24](=[CH:25][CH:26]=[CH:27][CH:28]=3)[CH:23]=[CH:22][CH:21]=2)=[O:17])=[C:15]([C:16]([NH:38][CH:32]2[CH2:37][CH2:36][CH2:35][CH2:34][CH2:33]2)=[O:30])[CH:31]=1. The yield is 0.790. (2) The catalyst is C(#N)C.C(Cl)Cl. The yield is 0.870. The reactants are Cl.[Br:2][C:3]1[CH:4]=[C:5]([CH:30]=[CH:31][CH:32]=1)[CH2:6][C:7]1([CH2:13][N:14]([C@@H:21]2[CH2:23][C@H:22]2[C:24]2[CH:29]=[CH:28][CH:27]=[CH:26][CH:25]=2)[C:15](=[O:20])[C:16]([F:19])([F:18])[F:17])[CH2:12][CH2:11][NH:10][CH2:9][CH2:8]1.[C:33]([O:37][CH3:38])(=[O:36])[CH:34]=[CH2:35].C(N(CC)CC)C. The product is [Br:2][C:3]1[CH:4]=[C:5]([CH:30]=[CH:31][CH:32]=1)[CH2:6][C:7]1([CH2:13][N:14]([C@@H:21]2[CH2:23][C@H:22]2[C:24]2[CH:25]=[CH:26][CH:27]=[CH:28][CH:29]=2)[C:15](=[O:20])[C:16]([F:17])([F:18])[F:19])[CH2:8][CH2:9][N:10]([CH2:35][CH2:34][C:33]([O:37][CH3:38])=[O:36])[CH2:11][CH2:12]1. (3) The reactants are C([O:14][C:15]1[C:24]2[N:23]=[CH:22][CH:21]=[CH:20][C:19]=2[C:18]([C:25]([OH:27])=O)=[C:17]2[CH2:28][N:29]([CH2:32][C:33]3[CH:38]=[CH:37][C:36]([F:39])=[CH:35][CH:34]=3)[C:30](=[O:31])[C:16]=12)(C1C=CC=CC=1)C1C=CC=CC=1.[CH3:40][NH:41][C:42]1[CH:47]=[CH:46][CH:45]=[CH:44][N:43]=1.C(N(C(C)C)CC)(C)C.F[P-](F)(F)(F)(F)F.N1(OC(N(C)C)=[N+](C)C)C2N=CC=CC=2N=N1. The catalyst is CN(C)C=O. The product is [CH3:40][N:41]([C:42]1[CH:47]=[CH:46][CH:45]=[CH:44][N:43]=1)[C:25]([C:18]1[C:19]2[CH:20]=[CH:21][CH:22]=[N:23][C:24]=2[C:15]([OH:14])=[C:16]2[C:30](=[O:31])[N:29]([CH2:32][C:33]3[CH:38]=[CH:37][C:36]([F:39])=[CH:35][CH:34]=3)[CH2:28][C:17]=12)=[O:27]. The yield is 0.0800. (4) The reactants are [Br:1][C:2]1[CH:7]=[CH:6][N:5]=[C:4]([CH2:8][NH2:9])[CH:3]=1.C(N(CC)CC)C.[C:17](OC(=O)C)(=[O:19])[CH3:18]. The product is [Br:1][C:2]1[CH:7]=[CH:6][N:5]=[C:4]([CH2:8][NH:9][C:17](=[O:19])[CH3:18])[CH:3]=1. The catalyst is ClCCl. The yield is 0.730. (5) The reactants are [OH:1][C:2]1[C:3]([C:29]2[CH:34]=[CH:33][C:32]([CH3:35])=[CH:31][CH:30]=2)=[C:4]2[C:9](=[CH:10][CH:11]=1)[CH:8]=[C:7]([CH2:12][NH:13][C:14]([C:16]1[C:20]3[CH:21]=[CH:22][CH:23]=[CH:24][C:19]=3[O:18][C:17]=1[CH2:25][CH2:26][CH2:27][CH3:28])=[O:15])[CH:6]=[CH:5]2.Br[CH2:37][C:38]#[N:39].C(=O)([O-])[O-].[K+].[K+]. The catalyst is CN(C=O)C.C(OCC)(=O)C. The product is [C:38]([CH2:37][O:1][C:2]1[C:3]([C:29]2[CH:30]=[CH:31][C:32]([CH3:35])=[CH:33][CH:34]=2)=[C:4]2[C:9](=[CH:10][CH:11]=1)[CH:8]=[C:7]([CH2:12][NH:13][C:14]([C:16]1[C:20]3[CH:21]=[CH:22][CH:23]=[CH:24][C:19]=3[O:18][C:17]=1[CH2:25][CH2:26][CH2:27][CH3:28])=[O:15])[CH:6]=[CH:5]2)#[N:39]. The yield is 0.990. (6) The reactants are Br[C:2]1[CH:7]=[CH:6][C:5]([N:8]2[CH:12]=[C:11]([C:13]([OH:16])([CH3:15])[CH3:14])[N:10]=[C:9]2[C:17]2[CH:22]=[CH:21][CH:20]=[CH:19][C:18]=2[Cl:23])=[CH:4][CH:3]=1.[CH3:24][O:25][C:26]([C:28]1[CH:29]=[C:30](B(O)O)[CH:31]=[CH:32][CH:33]=1)=[O:27].C([O-])([O-])=O.[K+].[K+].COCCOC. The catalyst is CCOC(C)=O.O. The product is [CH3:24][O:25][C:26]([C:28]1[CH:33]=[C:32]([C:2]2[CH:7]=[CH:6][C:5]([N:8]3[CH:12]=[C:11]([C:13]([OH:16])([CH3:15])[CH3:14])[N:10]=[C:9]3[C:17]3[CH:22]=[CH:21][CH:20]=[CH:19][C:18]=3[Cl:23])=[CH:4][CH:3]=2)[CH:31]=[CH:30][CH:29]=1)=[O:27]. The yield is 0.390. (7) The reactants are [CH:1]1([C:7]2[C:15]3[C:10](=[CH:11][C:12]([C:16]([O:18][CH3:19])=[O:17])=[CH:13][CH:14]=3)[NH:9][C:8]=2[C:20]2[CH:25]=[CH:24][C:23]([O:26][CH3:27])=[CH:22][C:21]=2[CH2:28][O:29][Si:30]([CH:37]([CH3:39])[CH3:38])([CH:34]([CH3:36])[CH3:35])[CH:31]([CH3:33])[CH3:32])[CH2:6][CH2:5][CH2:4][CH2:3][CH2:2]1.CN(C=O)C.[CH2:45](Br)[C:46]#[CH:47]. The catalyst is CCOCC. The product is [CH3:19][O:18][C:16]([C:12]1[CH:11]=[C:10]2[C:15]([C:7]([CH:1]3[CH2:6][CH2:5][CH2:4][CH2:3][CH2:2]3)=[C:8]([C:20]3[CH:25]=[CH:24][C:23]([O:26][CH3:27])=[CH:22][C:21]=3[CH2:28][O:29][Si:30]([CH:31]([CH3:32])[CH3:33])([CH:37]([CH3:39])[CH3:38])[CH:34]([CH3:36])[CH3:35])[N:9]2[CH2:47][C:46]#[CH:45])=[CH:14][CH:13]=1)=[O:17]. The yield is 0.960.